From a dataset of TCR-epitope binding with 47,182 pairs between 192 epitopes and 23,139 TCRs. Binary Classification. Given a T-cell receptor sequence (or CDR3 region) and an epitope sequence, predict whether binding occurs between them. (1) Result: 0 (the TCR does not bind to the epitope). The epitope is FLASKIGRLV. The TCR CDR3 sequence is CASSLGDYWYF. (2) The epitope is YLDAYNMMI. The TCR CDR3 sequence is CASSPTLTGLTHEQYF. Result: 1 (the TCR binds to the epitope). (3) The epitope is AVFDRKSDAK. The TCR CDR3 sequence is CAITSVSGGLDTDTQYF. Result: 1 (the TCR binds to the epitope). (4) The epitope is NLSALGIFST. The TCR CDR3 sequence is CAFKRDRENEQFF. Result: 0 (the TCR does not bind to the epitope). (5) The epitope is NEGVKAAW. The TCR CDR3 sequence is CSARGGRDVGELFF. Result: 1 (the TCR binds to the epitope). (6) The TCR CDR3 sequence is CASSQDMNWNTEAFF. The epitope is FLNGSCGSV. Result: 1 (the TCR binds to the epitope).